From a dataset of Full USPTO retrosynthesis dataset with 1.9M reactions from patents (1976-2016). Predict the reactants needed to synthesize the given product. (1) The reactants are: [Cl:1][C:2]1[CH:7]=[C:6]([Cl:8])[CH:5]=[CH:4][C:3]=1[C:9]1[C:29](=[O:30])[N:28]([CH3:31])[C:12]2[N:13]([CH3:27])[C:14]3[C:19]([C:11]=2[CH:10]=1)=[CH:18][C:17]([C:20]1[N:21]=[C:22]([CH2:25][OH:26])[S:23][CH:24]=1)=[CH:16][CH:15]=3.I[CH3:33]. Given the product [Cl:1][C:2]1[CH:7]=[C:6]([Cl:8])[CH:5]=[CH:4][C:3]=1[C:9]1[C:29](=[O:30])[N:28]([CH3:31])[C:12]2[N:13]([CH3:27])[C:14]3[C:19]([C:11]=2[CH:10]=1)=[CH:18][C:17]([C:20]1[N:21]=[C:22]([CH2:25][O:26][CH3:33])[S:23][CH:24]=1)=[CH:16][CH:15]=3, predict the reactants needed to synthesize it. (2) The reactants are: [CH3:1][C:2]([C:7]1[CH:12]=[CH:11][CH:10]=[CH:9][CH:8]=1)([CH3:6])[C:3](=[S:5])[NH2:4].Br[CH2:14][C:15](=O)[C:16]([O:18][CH2:19][CH3:20])=[O:17]. Given the product [C:7]1([C:2]([C:3]2[S:5][CH:14]=[C:15]([C:16]([O:18][CH2:19][CH3:20])=[O:17])[N:4]=2)([CH3:1])[CH3:6])[CH:12]=[CH:11][CH:10]=[CH:9][CH:8]=1, predict the reactants needed to synthesize it. (3) The reactants are: [CH3:1][O:2][C:3]1[CH:11]=[C:10]2[C:6]([CH2:7][CH2:8][C:9]2=[O:12])=[CH:5][C:4]=1[N:13]1[CH2:18][CH2:17][N:16]([CH3:19])[CH2:15][CH2:14]1.[CH:20](=O)[C:21]1[CH:26]=[CH:25][CH:24]=[N:23][CH:22]=1.[OH-].[Na+]. Given the product [CH3:1][O:2][C:3]1[CH:11]=[C:10]2[C:6]([CH2:7]/[C:8](=[CH:20]\[C:21]3[CH:22]=[N:23][CH:24]=[CH:25][CH:26]=3)/[C:9]2=[O:12])=[CH:5][C:4]=1[N:13]1[CH2:14][CH2:15][N:16]([CH3:19])[CH2:17][CH2:18]1, predict the reactants needed to synthesize it. (4) Given the product [Cl:16][C:17]1[CH:18]=[C:19]([N:23]2[CH2:28][CH2:27][N:26]([S:2]([C:5]3[CH:6]=[CH:7][C:8]([C:9]([N:38]4[CH2:39][CH2:40][N:35]([C:32]5[CH:33]=[CH:34][N:29]=[CH:30][CH:31]=5)[CH2:36][CH2:37]4)=[O:11])=[CH:12][CH:13]=3)(=[O:3])=[O:4])[CH2:25][CH2:24]2)[CH:20]=[CH:21][CH:22]=1, predict the reactants needed to synthesize it. The reactants are: Cl[S:2]([C:5]1[CH:13]=[CH:12][C:8]([C:9]([OH:11])=O)=[CH:7][CH:6]=1)(=[O:4])=[O:3].Cl.Cl.[Cl:16][C:17]1[CH:18]=[C:19]([N:23]2[CH2:28][CH2:27][NH:26][CH2:25][CH2:24]2)[CH:20]=[CH:21][CH:22]=1.[N:29]1[CH:34]=[CH:33][C:32]([N:35]2[CH2:40][CH2:39][NH:38][CH2:37][CH2:36]2)=[CH:31][CH:30]=1.